Dataset: Forward reaction prediction with 1.9M reactions from USPTO patents (1976-2016). Task: Predict the product of the given reaction. (1) Given the reactants [C:1]1([C:11]2[CH:16]=[CH:15][CH:14]=[CH:13][CH:12]=2)[CH:6]=[CH:5][C:4]([CH:7]([OH:10])[CH2:8][CH3:9])=[CH:3][CH:2]=1, predict the reaction product. The product is: [C:1]1([C:11]2[CH:12]=[CH:13][CH:14]=[CH:15][CH:16]=2)[CH:2]=[CH:3][C:4]([C:7](=[O:10])[CH2:8][CH3:9])=[CH:5][CH:6]=1. (2) Given the reactants [C:1]([O:5][C:6](=[O:38])[NH:7][C@H:8]([C@@H:19]1[O:23][C:22](=[O:24])[N:21]([C:25]2([C:28]3[CH:33]=[CH:32][CH:31]=[C:30]([C:34]([CH3:37])([CH3:36])[CH3:35])[CH:29]=3)[CH2:27][CH2:26]2)[CH2:20]1)[CH2:9][C:10]1[CH:15]=[CH:14][C:13]([N+:16]([O-])=O)=[CH:12][CH:11]=1)([CH3:4])([CH3:3])[CH3:2].O.[BH4-].[Na+], predict the reaction product. The product is: [C:1]([O:5][C:6](=[O:38])[NH:7][C@H:8]([C@@H:19]1[O:23][C:22](=[O:24])[N:21]([C:25]2([C:28]3[CH:33]=[CH:32][CH:31]=[C:30]([C:34]([CH3:37])([CH3:36])[CH3:35])[CH:29]=3)[CH2:27][CH2:26]2)[CH2:20]1)[CH2:9][C:10]1[CH:11]=[CH:12][C:13]([NH2:16])=[CH:14][CH:15]=1)([CH3:3])([CH3:4])[CH3:2].[NH3:7].